Task: Predict the product of the given reaction.. Dataset: Forward reaction prediction with 1.9M reactions from USPTO patents (1976-2016) (1) Given the reactants [C:1]1([C:21]2[CH:26]=[CH:25][CH:24]=[CH:23][CH:22]=2)[CH:6]=[CH:5][C:4]([CH2:7][CH2:8][C:9]([NH:11][C:12]2[S:13][CH:14]=[CH:15][C:16]=2[C:17]([O:19]C)=[O:18])=[O:10])=[CH:3][CH:2]=1.O.[OH-].[Li+], predict the reaction product. The product is: [C:1]1([C:21]2[CH:26]=[CH:25][CH:24]=[CH:23][CH:22]=2)[CH:2]=[CH:3][C:4]([CH2:7][CH2:8][C:9]([NH:11][C:12]2[S:13][CH:14]=[CH:15][C:16]=2[C:17]([OH:19])=[O:18])=[O:10])=[CH:5][CH:6]=1. (2) Given the reactants [C:1]([SiH2:5][O:6][C:7]([CH3:14])([CH3:13])[C@H:8]1[CH2:12][CH2:11][CH2:10][NH:9]1)([CH3:4])([CH3:3])[CH3:2].[Br:15][C:16]1[CH:17]=[N:18][CH:19]=[C:20](Br)[CH:21]=1.C1C=CC(P(C2C(C3C(P(C4C=CC=CC=4)C4C=CC=CC=4)=CC=C4C=3C=CC=C4)=C3C(C=CC=C3)=CC=2)C2C=CC=CC=2)=CC=1.CC(C)([O-])C.[Na+], predict the reaction product. The product is: [Br:15][C:16]1[CH:17]=[N:18][CH:19]=[C:20]([N:9]2[CH2:10][CH2:11][CH2:12][C@@H:8]2[C:7]([CH3:14])([CH3:13])[O:6][SiH2:5][C:1]([CH3:4])([CH3:2])[CH3:3])[CH:21]=1. (3) The product is: [CH:20]([N:15]1[C:16](=[O:19])[CH:17]=[CH:18][C:13]([C:10]2[N:11]=[CH:12][C:7]([C:31]([O:66][CH3:65])=[O:32])=[N:8][C:9]=2[C:23]2[CH:28]=[CH:27][CH:26]=[CH:25][CH:24]=2)=[N:14]1)([CH3:21])[CH3:22]. Given the reactants FC(F)(F)S(O[C:7]1[CH:12]=[N:11][C:10]([C:13]2[CH:18]=[CH:17][C:16](=[O:19])[N:15]([CH:20]([CH3:22])[CH3:21])[N:14]=2)=[C:9]([C:23]2[CH:28]=[CH:27][CH:26]=[CH:25][CH:24]=2)[N:8]=1)(=O)=O.[CH3:31][OH:32].C1(P(C2C=CC=CC=2)CCCP(C2C=CC=CC=2)C2C=CC=CC=2)C=CC=CC=1.CN([CH:65]=[O:66])C, predict the reaction product. (4) Given the reactants C(OC([N:8]1[CH2:13][CH:12]=[C:11]([C:14]2[C:22]3[C:17](=[CH:18][CH:19]=[C:20]([NH:23][C:24]4[N:29]=[C:28]([NH:30][CH2:31][CH2:32][C:33]5[CH:38]=[CH:37][CH:36]=[CH:35][CH:34]=5)[C:27]([Br:39])=[CH:26][N:25]=4)[CH:21]=3)[NH:16][CH:15]=2)[CH2:10][CH2:9]1)=O)(C)(C)C.FC(F)(F)C(O)=O, predict the reaction product. The product is: [Br:39][C:27]1[C:28]([NH:30][CH2:31][CH2:32][C:33]2[CH:38]=[CH:37][CH:36]=[CH:35][CH:34]=2)=[N:29][C:24]([NH:23][C:20]2[CH:21]=[C:22]3[C:17](=[CH:18][CH:19]=2)[NH:16][CH:15]=[C:14]3[C:11]2[CH2:12][CH2:13][NH:8][CH2:9][CH:10]=2)=[N:25][CH:26]=1. (5) The product is: [CH3:1][O:2][C:3]1[CH:4]=[C:5]([C:11](=[O:13])/[CH:12]=[CH:31]/[C:29]2[NH:28][N:27]=[C:26]([C:18]3[CH:17]=[C:16]([O:15][CH3:14])[C:21]([O:22][CH3:23])=[C:20]([O:24][CH3:25])[CH:19]=3)[CH:30]=2)[CH:6]=[CH:7][C:8]=1[O:9][CH3:10]. Given the reactants [CH3:1][O:2][C:3]1[CH:4]=[C:5]([C:11](=[O:13])[CH3:12])[CH:6]=[CH:7][C:8]=1[O:9][CH3:10].[CH3:14][O:15][C:16]1[CH:17]=[C:18]([C:26]2[CH:30]=[C:29]([CH:31]=O)[NH:28][N:27]=2)[CH:19]=[C:20]([O:24][CH3:25])[C:21]=1[O:22][CH3:23].[OH-].[Na+], predict the reaction product.